Dataset: Catalyst prediction with 721,799 reactions and 888 catalyst types from USPTO. Task: Predict which catalyst facilitates the given reaction. (1) Reactant: [Br:1][C:2]1[CH:3]=[C:4]([CH:8]2[CH2:13][CH2:12][N:11](C(OCC[Si](C)(C)C)=O)[CH2:10][CH:9]2[O:23]C(OCC[Si](C)(C)C)=O)[CH:5]=[CH:6][CH:7]=1.[F-].C([N+](CCCC)(CCCC)CCCC)CCC. Product: [Br:1][C:2]1[CH:3]=[C:4]([CH:8]2[CH2:13][CH2:12][NH:11][CH2:10][CH:9]2[OH:23])[CH:5]=[CH:6][CH:7]=1. The catalyst class is: 7. (2) Reactant: [C:1]([O:5][C:6](=[O:33])[NH:7][C:8]([CH3:32])([CH3:31])[CH2:9][NH:10][CH:11]([C:14]1[N:19]([CH2:20][C:21]2[CH:26]=[CH:25][CH:24]=[CH:23][CH:22]=2)[C:18](=[O:27])[C:17]2=[CH:28][CH:29]=[CH:30][N:16]2[N:15]=1)[CH2:12][CH3:13])([CH3:4])([CH3:3])[CH3:2].[Cl:34][C:35]1[CH:43]=[CH:42][C:38]([C:39](Cl)=[O:40])=[CH:37][CH:36]=1.CCN(CC)CC. Product: [C:1]([O:5][C:6](=[O:33])[NH:7][C:8]([CH3:32])([CH3:31])[CH2:9][N:10]([CH:11]([C:14]1[N:19]([CH2:20][C:21]2[CH:26]=[CH:25][CH:24]=[CH:23][CH:22]=2)[C:18](=[O:27])[C:17]2=[CH:28][CH:29]=[CH:30][N:16]2[N:15]=1)[CH2:12][CH3:13])[C:39](=[O:40])[C:38]1[CH:42]=[CH:43][C:35]([Cl:34])=[CH:36][CH:37]=1)([CH3:2])([CH3:3])[CH3:4]. The catalyst class is: 22.